Predict the product of the given reaction. From a dataset of Forward reaction prediction with 1.9M reactions from USPTO patents (1976-2016). Given the reactants [NH2:1][C:2]1[CH:7]=[CH:6][CH:5]=[CH:4][C:3]=1[NH:8][C:9]([C:11]1[S:19][C:18]2[CH2:17][CH2:16][NH:15][CH2:14][C:13]=2[CH:12]=1)=[O:10].[N+](C1C=CC([O:29][C:30](=O)[O:31][C:32]2[CH:37]=[CH:36][C:35]([O:38][CH3:39])=[C:34]([O:40][CH3:41])[CH:33]=2)=CC=1)([O-])=O.CCN(CC)CC, predict the reaction product. The product is: [NH2:1][C:2]1[CH:7]=[CH:6][CH:5]=[CH:4][C:3]=1[NH:8][C:9]([C:11]1[S:19][C:18]2[CH2:17][CH2:16][N:15]([C:30]([O:31][C:32]3[CH:37]=[CH:36][C:35]([O:38][CH3:39])=[C:34]([O:40][CH3:41])[CH:33]=3)=[O:29])[CH2:14][C:13]=2[CH:12]=1)=[O:10].